Dataset: Reaction yield outcomes from USPTO patents with 853,638 reactions. Task: Predict the reaction yield, written as a fraction of the theoretical maximum amount of product (1.0 means a 100% yield; for example, 0.34 means a 34% yield). (1) The reactants are [NH2:1][C:2]1[N:10]=[CH:9][N:8]=[C:7]2[C:3]=1[N:4]=[C:5]([CH:32]=C)[N:6]2[C:11]1[CH:16]=[CH:15][C:14]([NH:17][C:18]([NH:20][C:21]2[CH:26]=[CH:25][C:24]([Cl:27])=[C:23]([C:28]([F:31])([F:30])[F:29])[CH:22]=2)=[O:19])=[CH:13][CH:12]=1.I([O-])(=O)(=O)=[O:35].[Na+]. The catalyst is O1CCCC1.O.[Os](=O)(=O)(=O)=O. The product is [NH2:1][C:2]1[N:10]=[CH:9][N:8]=[C:7]2[C:3]=1[N:4]=[C:5]([CH:32]=[O:35])[N:6]2[C:11]1[CH:16]=[CH:15][C:14]([NH:17][C:18]([NH:20][C:21]2[CH:26]=[CH:25][C:24]([Cl:27])=[C:23]([C:28]([F:31])([F:30])[F:29])[CH:22]=2)=[O:19])=[CH:13][CH:12]=1. The yield is 0.900. (2) The reactants are C(O[C:6](=O)[N:7]([CH2:9][CH:10]([NH:17][C:18]1[C:27]2[C:22](=[C:23]([C:30](=[O:32])[NH2:31])[CH:24]=[C:25]([O:28][CH3:29])[CH:26]=2)[N:21]=[CH:20][N:19]=1)[C:11]1[CH:16]=[CH:15][CH:14]=[CH:13][CH:12]=1)C)(C)(C)C.C1COCC1.Cl. The catalyst is O1CCOCC1. The product is [CH3:29][O:28][C:25]1[CH:26]=[C:27]2[C:22](=[C:23]([C:30]([NH2:31])=[O:32])[CH:24]=1)[N:21]=[CH:20][N:19]=[C:18]2[NH:17][CH:10]([C:11]1[CH:16]=[CH:15][CH:14]=[CH:13][CH:12]=1)[CH2:9][NH:7][CH3:6]. The yield is 1.00. (3) The reactants are C[O:2][C:3]([C:5]1[CH:15]=[C:14]([O:16][C:17]2[CH:22]=[C:21]([F:23])[CH:20]=[C:19]([F:24])[CH:18]=2)[C:8]2[CH2:9][C:10]([CH3:13])([CH3:12])[O:11][C:7]=2[CH:6]=1)=[O:4].[OH-].[Na+]. The catalyst is CO. The product is [F:23][C:21]1[CH:22]=[C:17]([CH:18]=[C:19]([F:24])[CH:20]=1)[O:16][C:14]1[C:8]2[CH2:9][C:10]([CH3:12])([CH3:13])[O:11][C:7]=2[CH:6]=[C:5]([C:3]([OH:4])=[O:2])[CH:15]=1. The yield is 0.800. (4) The reactants are [CH2:1]([O:5][C:6]([NH:8][CH2:9][CH:10]1[CH2:15][CH2:14][N:13]([C:16]2[N:20]([CH3:21])[N:19]=[CH:18][C:17]=2[NH:22][C:23]([C:25]2[N:26]=[C:27](Br)[S:28][C:29]=2[NH:30][C:31](=[O:37])[O:32][C:33]([CH3:36])([CH3:35])[CH3:34])=[O:24])[CH2:12][CH2:11]1)=[O:7])[CH2:2][CH2:3][CH3:4].C([O-])([O-])=O.[Na+].[Na+].[CH:45]1(/[CH:51]=[CH:52]/B(O)O)[CH2:50][CH2:49][CH2:48][CH2:47][CH2:46]1. The catalyst is COCCOC.O.C1C=CC(P(C2C=CC=CC=2)[C-]2C=CC=C2)=CC=1.C1C=CC(P(C2C=CC=CC=2)[C-]2C=CC=C2)=CC=1.Cl[Pd]Cl.[Fe+2]. The product is [CH2:1]([O:5][C:6]([NH:8][CH2:9][CH:10]1[CH2:15][CH2:14][N:13]([C:16]2[N:20]([CH3:21])[N:19]=[CH:18][C:17]=2[NH:22][C:23]([C:25]2[N:26]=[C:27](/[CH:52]=[CH:51]/[CH:45]3[CH2:50][CH2:49][CH2:48][CH2:47][CH2:46]3)[S:28][C:29]=2[NH:30][C:31](=[O:37])[O:32][C:33]([CH3:36])([CH3:35])[CH3:34])=[O:24])[CH2:12][CH2:11]1)=[O:7])[CH2:2][CH2:3][CH3:4]. The yield is 0.680. (5) The reactants are [CH:1]1([N:6]2[C:10]3=[N:11][CH:12]=[N:13][C:14]([NH2:15])=[C:9]3[C:8]([C:16]3[CH:21]=[CH:20][C:19]([O:22][CH2:23][CH3:24])=[C:18]([O:25]C)[CH:17]=3)=[N:7]2)[CH2:5][CH2:4][CH2:3][CH2:2]1. The catalyst is C(Cl)Cl. The product is [NH2:15][C:14]1[N:13]=[CH:12][N:11]=[C:10]2[N:6]([CH:1]3[CH2:5][CH2:4][CH2:3][CH2:2]3)[N:7]=[C:8]([C:16]3[CH:21]=[CH:20][C:19]([O:22][CH2:23][CH3:24])=[C:18]([OH:25])[CH:17]=3)[C:9]=12. The yield is 0.130. (6) The reactants are [CH3:1][O:2][C:3]1[CH:10]=[CH:9][C:6]([CH2:7][Cl:8])=[CH:5][CH:4]=1.[F:11][C:12]1[N:17]=[CH:16][C:15]([CH:18]2[C:22]3[C:23]([CH3:35])=[C:24]([N:29]4[CH2:34][CH2:33][NH:32][CH2:31][CH2:30]4)[C:25]([CH3:28])=[C:26]([CH3:27])[C:21]=3[O:20][C:19]2([CH3:37])[CH3:36])=[CH:14][CH:13]=1.C(=O)([O-])[O-].[K+].[K+].O. The yield is 0.750. The product is [ClH:8].[ClH:8].[F:11][C:12]1[N:17]=[CH:16][C:15]([CH:18]2[C:22]3[C:23]([CH3:35])=[C:24]([N:29]4[CH2:30][CH2:31][N:32]([CH2:7][C:6]5[CH:9]=[CH:10][C:3]([O:2][CH3:1])=[CH:4][CH:5]=5)[CH2:33][CH2:34]4)[C:25]([CH3:28])=[C:26]([CH3:27])[C:21]=3[O:20][C:19]2([CH3:37])[CH3:36])=[CH:14][CH:13]=1. The catalyst is CN(C=O)C. (7) The reactants are [Cl:1][C:2]1[C:7]([C:8]2[CH:13]=[CH:12][CH:11]=[CH:10][CH:9]=2)=[CH:6][N:5]=[C:4]2[NH:14][CH:15]=[CH:16][C:3]=12.[Br:17]N1C(=O)CCC1=O. The catalyst is C(Cl)(Cl)Cl.C(Cl)Cl. The product is [Br:17][C:16]1[C:3]2[C:4](=[N:5][CH:6]=[C:7]([C:8]3[CH:13]=[CH:12][CH:11]=[CH:10][CH:9]=3)[C:2]=2[Cl:1])[NH:14][CH:15]=1. The yield is 0.897. (8) The reactants are [CH3:1][S:2][CH:3]1[CH2:8][CH2:7][CH:6]([C:9]([O:11]C)=[O:10])[CH2:5][CH2:4]1.[OH-].[Na+]. The catalyst is C1COCC1. The product is [CH3:1][S:2][CH:3]1[CH2:4][CH2:5][CH:6]([C:9]([OH:11])=[O:10])[CH2:7][CH2:8]1. The yield is 0.990. (9) The reactants are Br[C:2]1[CH:7]=[CH:6][CH:5]=[CH:4][CH:3]=1.[Mg].[C:9](=[S:11])=S.[CH3:12][NH:13][NH2:14]. The catalyst is O.C1COCC1. The product is [CH3:12][N:13]([C:9](=[S:11])[C:2]1[CH:7]=[CH:6][CH:5]=[CH:4][CH:3]=1)[NH2:14]. The yield is 0.480.